Dataset: Reaction yield outcomes from USPTO patents with 853,638 reactions. Task: Predict the reaction yield, written as a fraction of the theoretical maximum amount of product (1.0 means a 100% yield; for example, 0.34 means a 34% yield). (1) The reactants are [CH2:1]([O:8][C:9]1[CH:14]=[CH:13][C:12]([C:15]2[NH:24][C:18]3=[N:19][C:20]([Cl:23])=[CH:21][CH:22]=[C:17]3[N:16]=2)=[CH:11][CH:10]=1)[C:2]1[CH:7]=[CH:6][CH:5]=[CH:4][CH:3]=1.[C:25](O[C:25]([O:27][C:28]([CH3:31])([CH3:30])[CH3:29])=[O:26])([O:27][C:28]([CH3:31])([CH3:30])[CH3:29])=[O:26].CCN(CC)CC. The catalyst is C1COCC1.CN(C1C=CN=CC=1)C. The product is [CH2:1]([O:8][C:9]1[CH:14]=[CH:13][C:12]([C:15]2[N:24]([C:25]([O:27][C:28]([CH3:31])([CH3:30])[CH3:29])=[O:26])[C:18]3=[N:19][C:20]([Cl:23])=[CH:21][CH:22]=[C:17]3[N:16]=2)=[CH:11][CH:10]=1)[C:2]1[CH:3]=[CH:4][CH:5]=[CH:6][CH:7]=1. The yield is 0.940. (2) The reactants are [S:1]1[C:5]2[CH:6]=[C:7]([C:10]([OH:12])=O)[CH:8]=[CH:9][C:4]=2[N:3]=[CH:2]1.[C:13]([O:17][C:18]([CH3:21])([CH3:20])[CH3:19])(=[O:16])[NH:14][NH2:15].Cl.CN(C)CCCN=C=NCC.ON1C2C=CC=CC=2N=N1. The catalyst is CN(C)C=O.C(OCC)(=O)C. The product is [S:1]1[C:5]2[CH:6]=[C:7]([C:10]([NH:15][NH:14][C:13]([O:17][C:18]([CH3:21])([CH3:20])[CH3:19])=[O:16])=[O:12])[CH:8]=[CH:9][C:4]=2[N:3]=[CH:2]1. The yield is 0.750. (3) The reactants are C(ONC(C1N=CC2N(CC3C=CC(F)=CC=3)C=NC=2C=1)=O)C1C=CC=CC=1.C(ON1CC2C(=NC=C3NC=CC3=2)C1=O)C1C=CC=CC=1.FC1C=C(F)C=CC=1CBr.FC1C=C(F)C=CC=1CN1C2=CN=C(C(OCC)=O)C=C2C(COCC)=C1.C([O:94][N:95]1[CH2:103][C:102]2[C:97](=[N:98][CH:99]=[C:100]3[N:106]([CH2:107][C:108]4[CH:113]=[CH:112][C:111]([F:114])=[CH:110][C:109]=4[F:115])[CH:105]=[CH:104][C:101]3=2)[C:96]1=[O:116])C1C=CC=CC=1. The catalyst is C(O)C.[OH-].[Pd+2].[OH-]. The product is [F:115][C:109]1[CH:110]=[C:111]([F:114])[CH:112]=[CH:113][C:108]=1[CH2:107][N:106]1[C:100]2[C:101](=[C:102]3[CH2:103][N:95]([OH:94])[C:96](=[O:116])[C:97]3=[N:98][CH:99]=2)[CH:104]=[CH:105]1. The yield is 0.0510. (4) The reactants are [O:1]1[CH:5]=[CH:4][CH:3]=[C:2]1[Mg]Br.O1C=CC=C1.CN(OC)[C:15]([CH:17]1[CH2:21][C:20](=[O:22])[N:19]([C@@H:23]([C:25]2[CH:30]=[CH:29][CH:28]=[CH:27][CH:26]=2)[CH3:24])[CH2:18]1)=[O:16].Cl. The catalyst is O1CCCC1. The product is [O:1]1[CH:5]=[CH:4][CH:3]=[C:2]1[C:15]([C@H:17]1[CH2:18][N:19]([C@@H:23]([C:25]2[CH:30]=[CH:29][CH:28]=[CH:27][CH:26]=2)[CH3:24])[C:20](=[O:22])[CH2:21]1)=[O:16]. The yield is 0.460.